This data is from Full USPTO retrosynthesis dataset with 1.9M reactions from patents (1976-2016). The task is: Predict the reactants needed to synthesize the given product. (1) Given the product [Cl:1][C:2]1[C:3]([CH2:11][NH:16][CH:13]2[CH2:15][CH2:14]2)=[CH:4][C:5]2[O:9][CH2:8][O:7][C:6]=2[CH:10]=1, predict the reactants needed to synthesize it. The reactants are: [Cl:1][C:2]1[C:3]([CH:11]=O)=[CH:4][C:5]2[O:9][CH2:8][O:7][C:6]=2[CH:10]=1.[CH:13]1([NH2:16])[CH2:15][CH2:14]1. (2) Given the product [CH3:4][CH2:3][Si:2]([O:45][C@@H:16]1[C@@:15]2([CH3:46])[C:13]([C@H:12]([OH:47])[C:11]3[C:23]([CH3:25])([CH3:24])[C@:22]([OH:29])([C@@H:21]([O:30][C:31]([C:33]4[CH:34]=[CH:35][CH:36]=[CH:37][CH:38]=4)=[O:32])[C@@H:20]2[C@:19]2([O:41][C:42]([CH3:44])=[O:43])[CH2:39][O:40][C@@H:18]2[CH2:17]1)[CH2:26][C@H:27]([OH:28])[C:10]=3[CH3:9])=[O:14])([CH2:7][CH3:8])[CH2:5][CH3:6], predict the reactants needed to synthesize it. The reactants are: Cl[Si:2]([CH2:7][CH3:8])([CH2:5][CH3:6])[CH2:3][CH3:4].[CH3:9][C:10]1[C@@H:27]([OH:28])[CH2:26][C@:22]2([OH:29])[C:23]([CH3:25])([CH3:24])[C:11]=1[C@@H:12]([OH:47])[C:13]([C@@:15]1([CH3:46])[C@H:20]([C@@H:21]2[O:30][C:31]([C:33]2[CH:34]=[CH:35][CH:36]=[CH:37][CH:38]=2)=[O:32])[C@:19]2([O:41][C:42]([CH3:44])=[O:43])[CH2:39][O:40][C@@H:18]2[CH2:17][C@@H:16]1[OH:45])=[O:14].N1C=CN=C1.O. (3) Given the product [Br:1][C:2]1[CH:3]=[C:4]2[C:9](=[CH:10][CH:11]=1)[N:8]=[CH:7][CH:6]=[C:5]2[O:20][CH2:19][CH:13]1[CH2:18][CH2:17][CH2:16][CH2:15][CH2:14]1, predict the reactants needed to synthesize it. The reactants are: [Br:1][C:2]1[CH:3]=[C:4]2[C:9](=[CH:10][CH:11]=1)[N:8]=[CH:7][CH:6]=[C:5]2Cl.[CH:13]1([CH2:19][O-:20])[CH2:18][CH2:17][CH2:16][CH2:15][CH2:14]1.[Na+]. (4) Given the product [CH2:9]([O:16][C:17]1[CH:18]=[CH:19][C:20]([O:23][CH2:2][CH2:3][CH2:4][C:5]([F:8])([F:7])[F:6])=[CH:21][CH:22]=1)[C:10]1[CH:11]=[CH:12][CH:13]=[CH:14][CH:15]=1, predict the reactants needed to synthesize it. The reactants are: I[CH2:2][CH2:3][CH2:4][C:5]([F:8])([F:7])[F:6].[CH2:9]([O:16][C:17]1[CH:22]=[CH:21][C:20]([OH:23])=[CH:19][CH:18]=1)[C:10]1[CH:15]=[CH:14][CH:13]=[CH:12][CH:11]=1.C(=O)([O-])[O-].[K+].[K+].